From a dataset of Forward reaction prediction with 1.9M reactions from USPTO patents (1976-2016). Predict the product of the given reaction. Given the reactants [C:1]([O:5][N:6]([CH2:16][CH2:17][C:18]1[CH:23]=[CH:22][CH:21]=[CH:20][CH:19]=1)[C:7]([C:9]1[CH:14]=[CH:13][C:12](Br)=[CH:11][N:10]=1)=[O:8])([CH3:4])([CH3:3])[CH3:2].[CH:24]([C:27]1[CH:28]=[C:29](B(O)O)[CH:30]=[CH:31][CH:32]=1)([CH3:26])[CH3:25], predict the reaction product. The product is: [C:1]([O:5][N:6]([CH2:16][CH2:17][C:18]1[CH:23]=[CH:22][CH:21]=[CH:20][CH:19]=1)[C:7]([C:9]1[CH:14]=[CH:13][C:12]([C:31]2[CH:30]=[CH:29][CH:28]=[C:27]([CH:24]([CH3:26])[CH3:25])[CH:32]=2)=[CH:11][N:10]=1)=[O:8])([CH3:4])([CH3:3])[CH3:2].[OH:5][N:6]([CH2:16][CH2:17][C:18]1[CH:19]=[CH:20][CH:21]=[CH:22][CH:23]=1)[C:7]([C:9]1[CH:14]=[CH:13][C:12]([C:31]2[CH:30]=[CH:29][CH:28]=[C:27]([CH:24]([CH3:26])[CH3:25])[CH:32]=2)=[CH:11][N:10]=1)=[O:8].